This data is from Forward reaction prediction with 1.9M reactions from USPTO patents (1976-2016). The task is: Predict the product of the given reaction. (1) Given the reactants O(P(O[C:18]1[N:19]([C:24]([O:26][C:27]([CH3:30])([CH3:29])[CH3:28])=[O:25])[CH2:20][CH2:21][O:22][CH:23]=1)(OC1C=CC=CC=1)=O)C1C=CC=CC=1.[CH3:31][N:32]1[C:40]2[C:35](=[C:36](B3OC(C)(C)C(C)(C)O3)[CH:37]=[CH:38][CH:39]=2)[CH:34]=[N:33]1, predict the reaction product. The product is: [CH3:31][N:32]1[C:40]2[C:35](=[C:36]([C:18]3[N:19]([C:24]([O:26][C:27]([CH3:28])([CH3:29])[CH3:30])=[O:25])[CH2:20][CH2:21][O:22][CH:23]=3)[CH:37]=[CH:38][CH:39]=2)[CH:34]=[N:33]1. (2) Given the reactants [NH2:1][CH2:2][CH2:3][CH2:4][CH2:5][NH:6][S:7]([C:10]1[CH:15]=[CH:14][C:13]([Cl:16])=[CH:12][C:11]=1[Cl:17])(=[O:9])=[O:8].[C:18]([NH:25][C@H:26]([C:31](O)=[O:32])[CH2:27][CH:28]([CH3:30])[CH3:29])([O:20][C:21]([CH3:24])([CH3:23])[CH3:22])=[O:19].CN1CCOCC1.CCN=C=NCCCN(C)C.Cl, predict the reaction product. The product is: [Cl:17][C:11]1[CH:12]=[C:13]([Cl:16])[CH:14]=[CH:15][C:10]=1[S:7]([NH:6][CH2:5][CH2:4][CH2:3][CH2:2][NH:1][C:31](=[O:32])[C@H:26]([CH2:27][CH:28]([CH3:29])[CH3:30])[NH:25][C:18]([O:20][C:21]([CH3:22])([CH3:23])[CH3:24])=[O:19])(=[O:9])=[O:8]. (3) The product is: [C:19]([O:18][C:16](=[O:17])[NH:15][CH:12]1[CH2:13][CH2:14][N:10]([C:8]2[CH:7]=[N:6][C:5]([O:23][C:24]3[CH:25]=[CH:26][C:27]([O:30][C:31]4[CH:36]=[CH:35][CH:34]=[C:33]([F:37])[CH:32]=4)=[CH:28][CH:29]=3)=[C:4]([C:3](=[O:38])[NH2:39])[CH:9]=2)[CH2:11]1)([CH3:20])([CH3:22])[CH3:21]. Given the reactants CO[C:3](=[O:38])[C:4]1[CH:9]=[C:8]([N:10]2[CH2:14][CH2:13][CH:12]([NH:15][C:16]([O:18][C:19]([CH3:22])([CH3:21])[CH3:20])=[O:17])[CH2:11]2)[CH:7]=[N:6][C:5]=1[O:23][C:24]1[CH:29]=[CH:28][C:27]([O:30][C:31]2[CH:36]=[CH:35][CH:34]=[C:33]([F:37])[CH:32]=2)=[CH:26][CH:25]=1.[NH3:39], predict the reaction product. (4) Given the reactants [CH3:1][C:2]1[C:6]([C:7]2[N:8]([CH:23]=O)[C:9]3[C:14]([C:15]=2[C:16]2[CH:21]=[CH:20][C:19]([OH:22])=[CH:18][CH:17]=2)=[CH:13][CH:12]=[CH:11][CH:10]=3)=[C:5]([CH3:25])[O:4][N:3]=1.Cl.[NH2:27][OH:28].N1C=CC=CC=1.CCOC(C)=O, predict the reaction product. The product is: [CH3:1][C:2]1[C:6]([C:7]2[N:8]([CH:23]=[N:27][OH:28])[C:9]3[C:14]([C:15]=2[C:16]2[CH:21]=[CH:20][C:19]([OH:22])=[CH:18][CH:17]=2)=[CH:13][CH:12]=[CH:11][CH:10]=3)=[C:5]([CH3:25])[O:4][N:3]=1. (5) Given the reactants [ClH:1].[CH2:2]([O:9][C:10]1[C:11]([NH:17][C:18]2[S:19][CH:20]=[C:21]([CH3:23])[N:22]=2)=[N:12][CH:13]=[C:14](Br)[CH:15]=1)[C:3]1[CH:8]=[CH:7][CH:6]=[CH:5][CH:4]=1.[Li]C.C([Li])CCC.FC([I:35])(F)F, predict the reaction product. The product is: [ClH:1].[CH2:2]([O:9][C:10]1[C:11]([NH:17][C:18]2[S:19][CH:20]=[C:21]([CH3:23])[N:22]=2)=[N:12][CH:13]=[C:14]([I:35])[CH:15]=1)[C:3]1[CH:8]=[CH:7][CH:6]=[CH:5][CH:4]=1. (6) Given the reactants [C:1]([NH:4][C:5]1[S:6][C:7]([C:11]2[N:12]=[C:13]([C:16](Cl)=[O:17])[S:14][CH:15]=2)=[C:8]([CH3:10])[N:9]=1)(=[O:3])[CH3:2].[O:19]1[C:23]2([CH2:28][CH2:27][NH:26][CH2:25][CH2:24]2)[O:22][CH2:21][CH2:20]1.C(N(CC)CC)C, predict the reaction product. The product is: [O:19]1[C:23]2([CH2:28][CH2:27][N:26]([C:16]([C:13]3[S:14][CH:15]=[C:11]([C:7]4[S:6][C:5]([NH:4][C:1](=[O:3])[CH3:2])=[N:9][C:8]=4[CH3:10])[N:12]=3)=[O:17])[CH2:25][CH2:24]2)[O:22][CH2:21][CH2:20]1.